This data is from NCI-60 drug combinations with 297,098 pairs across 59 cell lines. The task is: Regression. Given two drug SMILES strings and cell line genomic features, predict the synergy score measuring deviation from expected non-interaction effect. (1) Drug 1: CS(=O)(=O)CCNCC1=CC=C(O1)C2=CC3=C(C=C2)N=CN=C3NC4=CC(=C(C=C4)OCC5=CC(=CC=C5)F)Cl. Drug 2: CCN(CC)CCNC(=O)C1=C(NC(=C1C)C=C2C3=C(C=CC(=C3)F)NC2=O)C. Cell line: SF-539. Synergy scores: CSS=11.4, Synergy_ZIP=-6.60, Synergy_Bliss=-8.76, Synergy_Loewe=-3.82, Synergy_HSA=-5.97. (2) Drug 1: COC1=C(C=C2C(=C1)N=CN=C2NC3=CC(=C(C=C3)F)Cl)OCCCN4CCOCC4. Drug 2: CC1CCCC2(C(O2)CC(NC(=O)CC(C(C(=O)C(C1O)C)(C)C)O)C(=CC3=CSC(=N3)C)C)C. Cell line: SN12C. Synergy scores: CSS=21.2, Synergy_ZIP=-3.18, Synergy_Bliss=-1.70, Synergy_Loewe=0.150, Synergy_HSA=0.358.